From a dataset of Reaction yield outcomes from USPTO patents with 853,638 reactions. Predict the reaction yield, written as a fraction of the theoretical maximum amount of product (1.0 means a 100% yield; for example, 0.34 means a 34% yield). (1) The reactants are [CH3:1][N:2]([CH2:9][C:10]([F:13])([F:12])[F:11])[C:3](=[O:8])[C:4]([O:6]C)=[O:5].[Li+].[OH-].Cl. The catalyst is CO.O. The product is [CH3:1][N:2]([CH2:9][C:10]([F:11])([F:12])[F:13])[C:3](=[O:8])[C:4]([OH:6])=[O:5]. The yield is 0.538. (2) The reactants are [CH2:1]([O:8][C:9]1[CH:14]=[CH:13][N:12]([C:15]2[CH:20]=[CH:19][N:18]3[C:21]4[CH2:27][N:26](C(OC(C)(C)C)=O)[CH2:25][CH2:24][C:22]=4[N:23]=[C:17]3[CH:16]=2)[C:11](=[O:35])[CH:10]=1)[C:2]1[CH:7]=[CH:6][CH:5]=[CH:4][CH:3]=1.[ClH:36]. No catalyst specified. The product is [ClH:36].[CH2:1]([O:8][C:9]1[CH:14]=[CH:13][N:12]([C:15]2[CH:20]=[CH:19][N:18]3[C:21]4[CH2:27][NH:26][CH2:25][CH2:24][C:22]=4[N:23]=[C:17]3[CH:16]=2)[C:11](=[O:35])[CH:10]=1)[C:2]1[CH:3]=[CH:4][CH:5]=[CH:6][CH:7]=1. The yield is 0.820. (3) The product is [F:1][C:2]1[CH:7]=[CH:6][C:5]([C:8]([C:10]2[CH:11]=[C:12]3[C:17](=[CH:18][CH:19]=2)[N:16]=[C:15]([NH:20][C@H:21]2[C:29]4[C:24](=[CH:25][CH:26]=[CH:27][CH:28]=4)[CH2:23][CH2:22]2)[CH:14]=[CH:13]3)=[N:31][OH:32])=[CH:4][CH:3]=1. The catalyst is C(O)C. The reactants are [F:1][C:2]1[CH:7]=[CH:6][C:5]([C:8]([C:10]2[CH:11]=[C:12]3[C:17](=[CH:18][CH:19]=2)[N:16]=[C:15]([NH:20][C@H:21]2[C:29]4[C:24](=[CH:25][CH:26]=[CH:27][CH:28]=4)[CH2:23][CH2:22]2)[CH:14]=[CH:13]3)=O)=[CH:4][CH:3]=1.Cl.[NH2:31][OH:32].C(=O)([O-])[O-].[Na+].[Na+].O. The yield is 0.590. (4) The reactants are [CH3:1][N:2]1[CH:6]=[C:5]([CH:7]=O)[CH:4]=[N:3]1.[NH:9]1[CH:13]=[CH:12][CH:11]=[CH:10]1. The catalyst is C(O)(=O)CC. The product is [CH3:1][N:2]1[CH:6]=[C:5]([C:7]2[C:13]3[NH:9][C:10]([C:7]([C:5]4[CH:4]=[N:3][N:2]([CH3:1])[CH:6]=4)=[C:10]4[N:9]=[C:13]([C:7]([C:5]5[CH:4]=[N:3][N:2]([CH3:1])[CH:6]=5)=[C:10]5[NH:9][C:13](=[C:7]([C:5]6[CH:4]=[N:3][N:2]([CH3:1])[CH:6]=6)[C:10]6[CH:11]=[CH:12][C:13]=2[N:9]=6)[CH:12]=[CH:11]5)[CH:12]=[CH:11]4)=[CH:11][CH:12]=3)[CH:4]=[N:3]1. The yield is 0.175. (5) The reactants are [Br:1]Br.[C:3]([N:6]1[CH2:11][CH2:10][C:9](=[O:12])[CH2:8][CH2:7]1)(=[O:5])[CH3:4]. The catalyst is C(Cl)(Cl)Cl. The product is [C:3]([N:6]1[CH2:11][CH2:10][C:9](=[O:12])[CH:8]([Br:1])[CH2:7]1)(=[O:5])[CH3:4]. The yield is 0.970. (6) The reactants are [N:1]1([C:7]2[C:12]([C:13]([O:15][CH:16]([CH3:18])[CH3:17])=[O:14])=[CH:11][CH:10]=[CH:9][N:8]=2)[CH2:6][CH2:5][NH:4][CH2:3][CH2:2]1.[C:19](O)(=O)[CH3:20].[Br:23][C:24]1[CH:25]=[C:26](C=[CH:30][CH:31]=1)C=O.C([BH3-])#N. The catalyst is CO. The product is [Br:23][C:24]1[CH:25]=[CH:26][C:19]([CH2:20][N:4]2[CH2:3][CH2:2][N:1]([C:7]3[C:12]([C:13]([O:15][CH:16]([CH3:18])[CH3:17])=[O:14])=[CH:11][CH:10]=[CH:9][N:8]=3)[CH2:6][CH2:5]2)=[CH:30][CH:31]=1. The yield is 0.542.